The task is: Predict which catalyst facilitates the given reaction.. This data is from Catalyst prediction with 721,799 reactions and 888 catalyst types from USPTO. (1) Reactant: [C:1]([C:3]1[CH:8]=[CH:7][C:6]([C:9]2([O:12][CH:13]([CH3:15])[CH3:14])[CH2:11][CH2:10]2)=[CH:5][C:4]=1C)#[CH:2].[CH2:17]([O:19][C:20](=[O:28])[C:21]1[CH:26]=[CH:25][C:24](I)=[CH:23][CH:22]=1)[CH3:18].[CH2:29](N(CC)CC)C. Product: [CH:13]([O:12][C:9]1([C:6]2[CH:5]=[CH:4][C:3]([C:1]#[C:2][C:24]3[CH:25]=[CH:26][C:21]([C:20]([O:19][CH2:17][CH3:18])=[O:28])=[CH:22][CH:23]=3)=[CH:8][C:7]=2[CH3:29])[CH2:10][CH2:11]1)([CH3:14])[CH3:15]. The catalyst class is: 724. (2) Reactant: [Br:1][C:2]1[C:3]([O:18][C:19]2[C:24]([CH3:25])=[CH:23][C:22]([C:26]#[N:27])=[CH:21][C:20]=2[CH3:28])=[N:4][C:5]([NH:9][C:10]2[CH:17]=[CH:16][C:13]([C:14]#[N:15])=[CH:12][CH:11]=2)=[N:6][C:7]=1Cl.[CH3:29][O:30][NH2:31].[OH-].[Na+]. Product: [Br:1][C:2]1[C:3]([O:18][C:19]2[C:24]([CH3:25])=[CH:23][C:22]([C:26]#[N:27])=[CH:21][C:20]=2[CH3:28])=[N:4][C:5]([NH:9][C:10]2[CH:17]=[CH:16][C:13]([C:14]#[N:15])=[CH:12][CH:11]=2)=[N:6][C:7]=1[NH:31][O:30][CH3:29]. The catalyst class is: 7.